From a dataset of Reaction yield outcomes from USPTO patents with 853,638 reactions. Predict the reaction yield, written as a fraction of the theoretical maximum amount of product (1.0 means a 100% yield; for example, 0.34 means a 34% yield). The reactants are [C:1]([C:3]1[C:4]([C:20]([F:23])([F:22])[F:21])=[C:5]2[C:9](=[CH:10][CH:11]=1)[N:8]([CH2:12][C:13](=[NH:16])[NH:14][OH:15])[C:7]([CH2:17][CH2:18][CH3:19])=[CH:6]2)#[N:2].[Cl:24][C:25]1[S:26][C:27]([Cl:33])=[CH:28][C:29]=1[C:30](Cl)=O.C(N(CC)C(C)C)(C)C. The catalyst is C(#N)C. The product is [Cl:24][C:25]1[S:26][C:27]([Cl:33])=[CH:28][C:29]=1[C:30]1[O:15][N:14]=[C:13]([CH2:12][N:8]2[C:9]3[C:5](=[C:4]([C:20]([F:22])([F:23])[F:21])[C:3]([C:1]#[N:2])=[CH:11][CH:10]=3)[CH:6]=[C:7]2[CH2:17][CH2:18][CH3:19])[N:16]=1. The yield is 0.370.